This data is from Full USPTO retrosynthesis dataset with 1.9M reactions from patents (1976-2016). The task is: Predict the reactants needed to synthesize the given product. (1) Given the product [CH2:35]([O:34][C:32](=[O:33])[NH:31][C@H:6]([C@@H:5]([OH:4])[CH3:42])[C:7]([N:9]1[CH2:13][CH2:12][CH2:11][C@H:10]1[C:14]([N:16]1[CH2:20][CH2:19][CH2:18][C@H:17]1[C:21](=[O:22])[NH:23][C@@H:24]([CH2:29][OH:30])[C:25]([O:27][NH2:45])=[O:26])=[O:15])=[O:8])[C:36]1[CH:41]=[CH:40][CH:39]=[CH:38][CH:37]=1, predict the reactants needed to synthesize it. The reactants are: C([O:4][C@@H:5]([CH3:42])[C@@H:6]([NH:31][C:32]([O:34][CH2:35][C:36]1[CH:41]=[CH:40][CH:39]=[CH:38][CH:37]=1)=[O:33])[C:7]([N:9]1[CH2:13][CH2:12][CH2:11][C@H:10]1[C:14]([N:16]1[CH2:20][CH2:19][CH2:18][C@H:17]1[C:21]([NH:23][C@@H:24]([CH2:29][OH:30])[C:25]([O:27]C)=[O:26])=[O:22])=[O:15])=[O:8])(=O)C.CO.[NH3:45]. (2) Given the product [BrH:20].[C@H:1]12[CH2:17][C@H:4]([NH:5][CH2:6]1)[CH2:3][S:2]2(=[O:19])=[O:18], predict the reactants needed to synthesize it. The reactants are: [C@H:1]12[CH2:17][C@H:4]([N:5](C(OCC3C=CC=CC=3)=O)[CH2:6]1)[CH2:3][S:2]2(=[O:19])=[O:18].[BrH:20]. (3) Given the product [F:34][C:23]1[CH:22]=[CH:21][C:20]([C:18]2[N:6]3[N:5]=[CH:4][C:3]([C:7]([C:9]4[S:10][CH:11]=[CH:12][CH:13]=4)=[O:8])=[C:2]3[N:1]=[CH:16][CH:17]=2)=[CH:25][C:24]=1[N:26]([CH2:31][C:32]#[CH:33])[S:27]([CH3:30])(=[O:29])=[O:28], predict the reactants needed to synthesize it. The reactants are: [NH2:1][C:2]1[NH:6][N:5]=[CH:4][C:3]=1[C:7]([C:9]1[S:10][CH:11]=[CH:12][CH:13]=1)=[O:8].CN(C)[CH:16]=[CH:17][C:18]([C:20]1[CH:21]=[CH:22][C:23]([F:34])=[C:24]([N:26]([CH2:31][C:32]#[CH:33])[S:27]([CH3:30])(=[O:29])=[O:28])[CH:25]=1)=O.C(OCC)(=O)C. (4) Given the product [C:1]12([CH2:11][CH2:12][N:13]([CH2:14][CH2:15][CH3:16])[C:27](=[O:29])[CH2:26][CH2:25][CH2:24][CH2:23][C:20]3[CH:19]=[CH:18][N:17]=[CH:22][CH:21]=3)[CH2:8][CH:7]3[CH2:6][CH:5]([CH2:4][CH:3]([CH2:9]3)[CH2:2]1)[CH2:10]2, predict the reactants needed to synthesize it. The reactants are: [C:1]12([CH2:11][CH2:12][NH:13][CH2:14][CH2:15][CH3:16])[CH2:10][CH:5]3[CH2:6][CH:7]([CH2:9][CH:3]([CH2:4]3)[CH2:2]1)[CH2:8]2.[N:17]1[CH:22]=[CH:21][C:20]([CH2:23][CH2:24][CH2:25][CH2:26][C:27]([OH:29])=O)=[CH:19][CH:18]=1.CN1CCOCC1.Cl.C(N=C=NCCCN(C)C)C. (5) Given the product [F:42][C:41]([F:43])([C:32]1[CH2:37][CH2:36][CH:35]([CH2:38][CH2:39][CH3:40])[CH2:34][CH:33]=1)[O:24][C:11]1[CH:10]=[CH:9][C:8]2[C:7]3[C:16](=[C:17]([F:18])[C:4]([O:3][CH2:1][CH3:2])=[CH:5][CH:6]=3)[C:15]([F:19])([F:20])[C:14]([F:21])([F:22])[C:13]=2[C:12]=1[F:23], predict the reactants needed to synthesize it. The reactants are: [CH2:1]([O:3][C:4]1[C:17]([F:18])=[C:16]2[C:7]([C:8]3[CH:9]=[CH:10][C:11]([OH:24])=[C:12]([F:23])[C:13]=3[C:14]([F:22])([F:21])[C:15]2([F:20])[F:19])=[CH:6][CH:5]=1)[CH3:2].C(=O)([O-])[O-].[K+].[K+].Br[C:32]1([C:41](Br)([F:43])[F:42])[CH2:37][CH2:36][CH:35]([CH2:38][CH2:39][CH3:40])[CH2:34][CH2:33]1. (6) The reactants are: [CH3:1][C@H:2]1[O:7][C@@H:6]([CH3:8])[CH2:5][N:4]([CH2:9][C@:10]([OH:30])([CH3:29])[CH2:11][O:12][C:13]2[CH:14]=[CH:15][C:16]3[C:17]4[N:18]([CH2:26][CH2:27][N:28]=4)[C:19]([NH2:25])=[N:20][C:21]=3[C:22]=2[O:23][CH3:24])[CH2:3]1.[NH2:31][C:32]1[N:37]=[CH:36][C:35]([C:38](O)=[O:39])=[CH:34][N:33]=1.C1CN([P+](ON2N=NC3C=CC=CC2=3)(N2CCCC2)N2CCCC2)CC1.F[P-](F)(F)(F)(F)F.C(N(C(C)C)CC)(C)C. Given the product [NH2:31][C:32]1[N:37]=[CH:36][C:35]([C:38]([NH:25][C:19]2[N:18]3[CH2:26][CH2:27][N:28]=[C:17]3[C:16]3[CH:15]=[CH:14][C:13]([O:12][CH2:11][C@@:10]([OH:30])([CH3:29])[CH2:9][N:4]4[CH2:5][C@H:6]([CH3:8])[O:7][C@H:2]([CH3:1])[CH2:3]4)=[C:22]([O:23][CH3:24])[C:21]=3[N:20]=2)=[O:39])=[CH:34][N:33]=1, predict the reactants needed to synthesize it. (7) Given the product [NH3:8].[OH-:9].[Sn+4:5].[In+3:2].[OH-:9].[OH-:9].[OH-:9].[OH-:9].[OH-:9].[OH-:9], predict the reactants needed to synthesize it. The reactants are: [Cl-].[In+3:2].[Cl-].[Cl-].[Sn:5](Cl)Cl.[NH3:8].[OH2:9].